Predict which catalyst facilitates the given reaction. From a dataset of Catalyst prediction with 721,799 reactions and 888 catalyst types from USPTO. (1) Reactant: C(OC([NH:11][C@H:12]([C:28](=[O:82])[NH:29][CH2:30][CH2:31][CH2:32][NH:33][C@@H:34]([C@H:42]([CH:44]1[C@@H:48]([O:49][Si:50]([C:53]([CH3:56])([CH3:55])[CH3:54])([CH3:52])[CH3:51])[C@@H:47]([O:57][Si:58]([C:61]([CH3:64])([CH3:63])[CH3:62])([CH3:60])[CH3:59])[C@H:46]([N:65]2[CH:70]=[CH:69][C:68](=[O:71])[N:67]([CH2:72][C:73]3[CH:78]=[CH:77][C:76]([O:79][CH3:80])=[CH:75][CH:74]=3)[C:66]2=[O:81])[O:45]1)[OH:43])[C:35]([O:37][C:38]([CH3:41])([CH3:40])[CH3:39])=[O:36])[CH2:13][CH2:14][CH2:15][CH2:16][NH:17]C(=O)OCC1C=CC=CC=1)=O)C1C=CC=CC=1. Product: [Si:50]([O:49][C@H:48]1[C@@H:47]([O:57][Si:58]([C:61]([CH3:64])([CH3:62])[CH3:63])([CH3:60])[CH3:59])[C@H:46]([N:65]2[CH:70]=[CH:69][C:68](=[O:71])[N:67]([CH2:72][C:73]3[CH:74]=[CH:75][C:76]([O:79][CH3:80])=[CH:77][CH:78]=3)[C:66]2=[O:81])[O:45][CH:44]1[C@H:42]([OH:43])[C@H:34]([NH:33][CH2:32][CH2:31][CH2:30][NH:29][C:28](=[O:82])[C@@H:12]([NH2:11])[CH2:13][CH2:14][CH2:15][CH2:16][NH2:17])[C:35]([O:37][C:38]([CH3:41])([CH3:40])[CH3:39])=[O:36])([C:53]([CH3:54])([CH3:55])[CH3:56])([CH3:51])[CH3:52]. The catalyst class is: 19. (2) Reactant: [C:1]([O:5][C:6](=[O:16])[CH2:7][NH:8][C:9]([O:11][C:12]([CH3:15])([CH3:14])[CH3:13])=[O:10])([CH3:4])([CH3:3])[CH3:2].C[Si](C)(C)[N-][Si](C)(C)C.[Na+].Br[CH2:28][C:29]([CH3:31])=[CH2:30]. Product: [C:1]([O:5][C:6](=[O:16])[CH2:7][N:8]([C:9]([O:11][C:12]([CH3:15])([CH3:14])[CH3:13])=[O:10])[CH2:30][C:29]([CH3:31])=[CH2:28])([CH3:3])([CH3:4])[CH3:2]. The catalyst class is: 31. (3) Reactant: C(O[C:4](=[O:14])[C:5](CC)(Br)[C:6]([O:8][CH2:9][CH3:10])=[O:7])C.[C:15]([NH2:18])(=[S:17])[CH3:16]. Product: [CH2:9]([O:8][C:6]([C:5]1[S:17][C:15]([CH3:16])=[N:18][C:4]=1[OH:14])=[O:7])[CH3:10]. The catalyst class is: 11. (4) Reactant: [Cl:1][C:2]1[CH:7]=[C:6]([C:8](=[O:10])[CH3:9])[CH:5]=[C:4]([Cl:11])[N:3]=1.[CH2:12](O)[CH2:13][OH:14].Cl[Si](C)(C)C. Product: [Cl:1][C:2]1[CH:7]=[C:6]([C:8]2([CH3:9])[O:14][CH2:13][CH2:12][O:10]2)[CH:5]=[C:4]([Cl:11])[N:3]=1. The catalyst class is: 74.